Dataset: Full USPTO retrosynthesis dataset with 1.9M reactions from patents (1976-2016). Task: Predict the reactants needed to synthesize the given product. (1) Given the product [Si:6]([O:13][CH2:14][CH2:15][CH2:16][CH2:17][C:18]([C:29]1[CH:34]=[C:33]([F:35])[CH:32]=[CH:31][C:30]=1[F:36])([S:19]([C:22]1[CH:23]=[CH:24][C:25]([Cl:28])=[CH:26][CH:27]=1)(=[O:21])=[O:20])[CH2:1][CH2:2][CH2:3][CH3:4])([C:9]([CH3:12])([CH3:11])[CH3:10])([CH3:8])[CH3:7], predict the reactants needed to synthesize it. The reactants are: [CH2:1]([Li])[CH2:2][CH2:3][CH3:4].[Si:6]([O:13][CH2:14][CH2:15][CH2:16][CH2:17][CH:18]([C:29]1[CH:34]=[C:33]([F:35])[CH:32]=[CH:31][C:30]=1[F:36])[S:19]([C:22]1[CH:27]=[CH:26][C:25]([Cl:28])=[CH:24][CH:23]=1)(=[O:21])=[O:20])([C:9]([CH3:12])([CH3:11])[CH3:10])([CH3:8])[CH3:7].CN(C)P(=O)(N(C)C)N(C)C.ICCCC. (2) Given the product [Br:18][C:19]1[CH:24]=[CH:23][C:22]([S:25]([NH:15][C:13]2[C:12]([O:16][CH3:17])=[CH:11][CH:10]=[C:9]([N:4]3[CH2:3][C@H:2]([CH3:1])[NH:7][C@H:6]([CH3:8])[CH2:5]3)[N:14]=2)(=[O:26])=[O:27])=[C:21]([Cl:29])[CH:20]=1, predict the reactants needed to synthesize it. The reactants are: [CH3:1][C@H:2]1[NH:7][C@@H:6]([CH3:8])[CH2:5][N:4]([C:9]2[N:14]=[C:13]([NH2:15])[C:12]([O:16][CH3:17])=[CH:11][CH:10]=2)[CH2:3]1.[Br:18][C:19]1[CH:24]=[CH:23][C:22]([S:25](Cl)(=[O:27])=[O:26])=[C:21]([Cl:29])[CH:20]=1. (3) Given the product [C:1](/[C:3](=[C:7](/[NH:15][CH2:12][CH2:13][CH3:14])\[CH3:8])/[C:4](=[S:6])[NH2:5])#[N:2], predict the reactants needed to synthesize it. The reactants are: [C:1](/[C:3](=[C:7](/OCC)\[CH3:8])/[C:4](=[S:6])[NH2:5])#[N:2].[CH2:12]([NH2:15])[CH2:13][CH3:14]. (4) Given the product [F:19][C:8]([F:20])([O:9][C:10]1[CH:11]=[C:12]([F:18])[C:13]([F:17])=[C:14]([F:16])[CH:15]=1)[C:5]1[CH:6]=[CH:7][C:2]([C:27]2[CH:28]=[CH:29][C:24]([CH:22]=[O:23])=[CH:25][CH:26]=2)=[CH:3][C:4]=1[F:21], predict the reactants needed to synthesize it. The reactants are: Br[C:2]1[CH:7]=[CH:6][C:5]([C:8]([F:20])([F:19])[O:9][C:10]2[CH:11]=[C:12]([F:18])[C:13]([F:17])=[C:14]([F:16])[CH:15]=2)=[C:4]([F:21])[CH:3]=1.[CH:22]([C:24]1[CH:29]=[CH:28][C:27](B(O)O)=[CH:26][CH:25]=1)=[O:23].C(=O)([O-])[O-].[K+].[K+].C1(P(C2C=CC=CC=2)C2C=CC=CC=2)C=CC=CC=1.Cl. (5) Given the product [Si:1]([O:8][C@@H:9]([CH2:15][Cl:16])[CH2:10][CH:11]=[O:12])([C:4]([CH3:7])([CH3:6])[CH3:5])([CH3:3])[CH3:2], predict the reactants needed to synthesize it. The reactants are: [Si:1]([O:8][C@@H:9]([CH2:15][Cl:16])[CH2:10][C:11](OC)=[O:12])([C:4]([CH3:7])([CH3:6])[CH3:5])([CH3:3])[CH3:2].CC(C[AlH]CC(C)C)C. (6) Given the product [NH2:30][C:25]1[CH:24]=[CH:23][CH:22]=[CH:27][C:26]=1[NH:28][C:3]([C:5]1[S:6][C:7]2[CH:13]=[CH:12][C:11]([CH2:14][C:15]([NH:32][C:33]3[CH:38]=[CH:37][CH:36]=[CH:35][CH:34]=3)=[O:17])=[CH:10][C:8]=2[CH:9]=1)=[O:4], predict the reactants needed to synthesize it. The reactants are: CO[C:3]([C:5]1[S:6][C:7]2[CH:13]=[CH:12][C:11]([CH2:14][C:15]([OH:17])=O)=[CH:10][C:8]=2[CH:9]=1)=[O:4].C(Cl)CCl.[CH:22]1[CH:23]=[CH:24][C:25]2[N:30](O)N=[N:28][C:26]=2[CH:27]=1.[NH2:32][C:33]1[CH:38]=[CH:37][CH:36]=[CH:35][CH:34]=1. (7) Given the product [Cl:1][C:2]1[CH:3]=[C:4]([C:12]2[O:16][C:15]([C:17]3[CH:22]=[CH:21][N:20]=[C:19]4[N:23]([CH2:26][CH2:27][C:28]([OH:30])=[O:29])[CH:24]=[CH:25][C:18]=34)=[N:14][N:13]=2)[CH:5]=[CH:6][C:7]=1[O:8][CH:9]([CH3:11])[CH3:10], predict the reactants needed to synthesize it. The reactants are: [Cl:1][C:2]1[CH:3]=[C:4]([C:12]2[O:16][C:15]([C:17]3[CH:22]=[CH:21][N:20]=[C:19]4[N:23]([CH2:26][CH2:27][C:28]([O:30]CC)=[O:29])[CH:24]=[CH:25][C:18]=34)=[N:14][N:13]=2)[CH:5]=[CH:6][C:7]=1[O:8][CH:9]([CH3:11])[CH3:10].[OH-].[Na+].Cl. (8) Given the product [CH2:16]([C:13]([C:18]1[CH:31]=[CH:30][C:21]([O:22][CH2:23][C@H:24]2[O:28][C:27](=[O:29])[CH2:26][CH2:25]2)=[C:20]([CH3:32])[CH:19]=1)([C:10]1[CH:11]=[CH:12][C:7]([CH2:6][S:5]([C:1]([CH3:4])([CH3:2])[CH3:3])=[O:35])=[C:8]([CH3:33])[CH:9]=1)[CH2:14][CH3:15])[CH3:17], predict the reactants needed to synthesize it. The reactants are: [C:1]([S:5][CH2:6][C:7]1[CH:12]=[CH:11][C:10]([C:13]([C:18]2[CH:31]=[CH:30][C:21]([O:22][CH2:23][C@H:24]3[O:28][C:27](=[O:29])[CH2:26][CH2:25]3)=[C:20]([CH3:32])[CH:19]=2)([CH2:16][CH3:17])[CH2:14][CH3:15])=[CH:9][C:8]=1[CH3:33])([CH3:4])([CH3:3])[CH3:2].C[O:35]C(=O)C1C=CC(C(CC)(C2C=CC(O)=C(C)C=2)CC)=CC=1C.C1C=C(Cl)C=C(C(OO)=O)C=1. (9) Given the product [Br:1][C:2]([F:9])([F:8])[C:3]([F:7])([F:6])[CH2:4][CH2:5][OH:20], predict the reactants needed to synthesize it. The reactants are: [Br:1][C:2]([F:9])([F:8])[C:3]([F:7])([F:6])[CH:4]=[CH2:5].B.C12BC(CCC1)CCC2.[OH:20]O.[OH-].[Na+].